From a dataset of Forward reaction prediction with 1.9M reactions from USPTO patents (1976-2016). Predict the product of the given reaction. (1) Given the reactants [C:1]([NH:5][S:6]([C:9]1[CH:10]=[N:11][C:12]([Cl:15])=[CH:13][CH:14]=1)(=[O:8])=[O:7])([CH3:4])([CH3:3])[CH3:2].CI.[C:18]([O-])([O-])=O.[K+].[K+], predict the reaction product. The product is: [C:1]([N:5]([CH3:18])[S:6]([C:9]1[CH:10]=[N:11][C:12]([Cl:15])=[CH:13][CH:14]=1)(=[O:7])=[O:8])([CH3:4])([CH3:2])[CH3:3]. (2) Given the reactants [O:1]1[CH2:5][CH2:4][O:3][C:2]21[CH2:10][C@H:9]1[CH2:11][C@@H:6]2[CH2:7][CH:8]1[OH:12].Cl[CH2:14][C:15]1[C:16]([C:23]2[C:28]([Cl:29])=[CH:27][CH:26]=[CH:25][C:24]=2[Cl:30])=[N:17][O:18][C:19]=1[CH:20]1[CH2:22][CH2:21]1, predict the reaction product. The product is: [CH:20]1([C:19]2[O:18][N:17]=[C:16]([C:23]3[C:28]([Cl:29])=[CH:27][CH:26]=[CH:25][C:24]=3[Cl:30])[C:15]=2[CH2:14][O:12][CH:8]2[CH2:7][C@H:6]3[CH2:11][C@@H:9]2[CH2:10][C:2]23[O:3][CH2:4][CH2:5][O:1]2)[CH2:22][CH2:21]1. (3) Given the reactants [CH3:1][N:2]1[CH2:6][CH2:5][CH2:4][C:3]1=[O:7].[Li+].CC([N-]C(C)C)C.Cl[C:17]([O:19][CH3:20])=[O:18], predict the reaction product. The product is: [CH3:1][N:2]1[CH2:6][CH2:5][CH:4]([C:17]([O:19][CH3:20])=[O:18])[C:3]1=[O:7]. (4) The product is: [OH:24][CH2:23][C:20]1[CH:21]=[CH:22][C:17]([C:2]#[C:1][C:3]2[CH:15]=[CH:14][C:6]([O:7][CH2:8][C:9]([O:11][CH2:12][CH3:13])=[O:10])=[CH:5][CH:4]=2)=[CH:18][CH:19]=1. Given the reactants [C:1]([C:3]1[CH:15]=[CH:14][C:6]([O:7][CH2:8][C:9]([O:11][CH2:12][CH3:13])=[O:10])=[CH:5][CH:4]=1)#[CH:2].I[C:17]1[CH:22]=[CH:21][C:20]([CH2:23][OH:24])=[CH:19][CH:18]=1.CCN(C(C)C)C(C)C.[Cl-].[NH4+], predict the reaction product. (5) Given the reactants [C:1]([O:5][C:6](=[O:30])[C:7]([O:10][C:11]1[CH:16]=[CH:15][C:14]([Cl:17])=[CH:13][C:12]=1/[CH:18]=[C:19]1\[C:20](=[O:29])[NH:21][C:22]2[C:27]\1=[CH:26][CH:25]=[C:24]([Cl:28])[CH:23]=2)([CH3:9])[CH3:8])([CH3:4])([CH3:3])[CH3:2].[C:31]([O:35][C:36](O[C:36]([O:35][C:31]([CH3:34])([CH3:33])[CH3:32])=[O:37])=[O:37])([CH3:34])([CH3:33])[CH3:32], predict the reaction product. The product is: [C:31]([O:35][C:36]([N:21]1[C:22]2[C:27](=[CH:26][CH:25]=[C:24]([Cl:28])[CH:23]=2)/[C:19](=[CH:18]/[C:12]2[CH:13]=[C:14]([Cl:17])[CH:15]=[CH:16][C:11]=2[O:10][C:7]([C:6]([O:5][C:1]([CH3:2])([CH3:3])[CH3:4])=[O:30])([CH3:9])[CH3:8])/[C:20]1=[O:29])=[O:37])([CH3:34])([CH3:33])[CH3:32].